From a dataset of Peptide-MHC class II binding affinity with 134,281 pairs from IEDB. Regression. Given a peptide amino acid sequence and an MHC pseudo amino acid sequence, predict their binding affinity value. This is MHC class II binding data. (1) The peptide sequence is AEMETESWIVDRQWA. The MHC is DRB1_0701 with pseudo-sequence DRB1_0701. The binding affinity (normalized) is 0.433. (2) The peptide sequence is FYKTLRAEQASQ. The MHC is DRB1_1101 with pseudo-sequence DRB1_1101. The binding affinity (normalized) is 0.706. (3) The peptide sequence is FKKLKNHVLFLQMMN. The MHC is DRB4_0101 with pseudo-sequence DRB4_0103. The binding affinity (normalized) is 0.756. (4) The peptide sequence is GRRGAAEVLVVLSEL. The MHC is DRB3_0301 with pseudo-sequence DRB3_0301. The binding affinity (normalized) is 0.489. (5) The peptide sequence is YKDVDKPPFSGMTGC. The MHC is DRB1_1501 with pseudo-sequence DRB1_1501. The binding affinity (normalized) is 0.344. (6) The peptide sequence is EKKYFAATVFEPLAA. The MHC is DRB1_1602 with pseudo-sequence DRB1_1602. The binding affinity (normalized) is 0.613.